This data is from Reaction yield outcomes from USPTO patents with 853,638 reactions. The task is: Predict the reaction yield, written as a fraction of the theoretical maximum amount of product (1.0 means a 100% yield; for example, 0.34 means a 34% yield). (1) The reactants are [NH2:1][C:2]1[N:7]([C:8]2[CH:13]=[CH:12][C:11]([CH2:14][CH:15]=O)=[CH:10][CH:9]=2)[C:6](=[O:17])[CH:5]=[CH:4][C:3]=1[C:18](=[O:27])[C:19]1[CH:24]=[CH:23][C:22]([F:25])=[CH:21][C:20]=1[F:26].[CH3:28][C:29]([C:32]([O:34][C:35]([CH3:38])([CH3:37])[CH3:36])=[O:33])([CH3:31])[NH2:30].[BH-](OC(C)=O)(OC(C)=O)OC(C)=O.[Na+]. The catalyst is C1COCC1.CCOC(C)=O. The product is [NH2:1][C:2]1[N:7]([C:8]2[CH:13]=[CH:12][C:11]([CH2:14][CH2:15][NH:30][C:29]([CH3:28])([C:32]([O:34][C:35]([CH3:38])([CH3:37])[CH3:36])=[O:33])[CH3:31])=[CH:10][CH:9]=2)[C:6](=[O:17])[CH:5]=[CH:4][C:3]=1[C:18](=[O:27])[C:19]1[CH:24]=[CH:23][C:22]([F:25])=[CH:21][C:20]=1[F:26]. The yield is 0.480. (2) The reactants are [CH3:1][O:2][C:3]1[CH:8]=[CH:7][C:6]([C:9]2[O:10][C:11]3[C:12](=[C:14]([C:18](O)=[O:19])[CH:15]=[CH:16][CH:17]=3)[N:13]=2)=[C:5]([CH3:21])[CH:4]=1.Cl.C(N=C=NCCCN(C)C)C.ON1C2C=CC=CC=2N=N1.Cl.Cl.[NH2:46][C@H:47]1[CH:52]2[CH2:53][CH2:54][N:49]([CH2:50][CH2:51]2)[CH2:48]1.C(N(CC)CC)C. The catalyst is CN(C=O)C.ClCCl. The product is [N:49]12[CH2:54][CH2:53][CH:52]([CH2:51][CH2:50]1)[C@H:47]([NH:46][C:18]([C:14]1[CH:15]=[CH:16][CH:17]=[C:11]3[O:10][C:9]([C:6]4[CH:7]=[CH:8][C:3]([O:2][CH3:1])=[CH:4][C:5]=4[CH3:21])=[N:13][C:12]=13)=[O:19])[CH2:48]2. The yield is 0.300. (3) The product is [Cl:23][C:9]1[C:8]([C:5]([OH:26])=[O:7])=[CH:17][C:16]([CH3:18])=[C:15]2[C:10]=1[C:11]([CH3:22])([CH3:21])[CH2:12][CH2:13][S:14]2(=[O:20])=[O:19]. The reactants are [OH-].[Na+].BrBr.[C:5]([C:8]1[C:9]([Cl:23])=[C:10]2[C:15](=[C:16]([CH3:18])[CH:17]=1)[S:14](=[O:20])(=[O:19])[CH2:13][CH2:12][C:11]2([CH3:22])[CH3:21])(=[O:7])C.C(OCC)(=[O:26])C. The catalyst is O. The yield is 0.750. (4) The reactants are [NH:1]([C:10]([O:12][C:13]([CH3:16])([CH3:15])[CH3:14])=[O:11])[C@H:2]([C:7]([OH:9])=O)[C@H:3]([CH2:5][CH3:6])[CH3:4].[NH2:17][C@H:18]([C:28]([O:30][CH3:31])=[O:29])[CH2:19][O:20][CH2:21][C:22]1[CH:27]=[CH:26][CH:25]=[CH:24][CH:23]=1.Cl.F[P-](F)(F)(F)(F)F.N1(O[P+](N(C)C)(N(C)C)N(C)C)C2C=CC=CC=2N=N1.CCN(C(C)C)C(C)C. The catalyst is CN(C=O)C.[Cl-].[Na+].O.O. The product is [NH:1]([C:10]([O:12][C:13]([CH3:16])([CH3:15])[CH3:14])=[O:11])[C@H:2]([C:7]([NH:17][C@H:18]([C:28]([O:30][CH3:31])=[O:29])[CH2:19][O:20][CH2:21][C:22]1[CH:23]=[CH:24][CH:25]=[CH:26][CH:27]=1)=[O:9])[C@H:3]([CH2:5][CH3:6])[CH3:4]. The yield is 0.640. (5) The reactants are [O:1]([C:8]1[CH:9]=[C:10]([NH:14][CH2:15][C:16]2[CH:21]=[CH:20][CH:19]=[C:18]([O:22][C:23]([CH3:26])([CH3:25])[CH3:24])[CH:17]=2)[CH:11]=[CH:12][CH:13]=1)[C:2]1[CH:7]=[CH:6][CH:5]=[CH:4][CH:3]=1.[F:27][C:28]([F:33])([F:32])[CH:29]1[O:31][CH2:30]1. The catalyst is C(#N)C.[O-]S(C(F)(F)F)(=O)=O.[Yb+3].[O-]S(C(F)(F)F)(=O)=O.[O-]S(C(F)(F)F)(=O)=O. The product is [O:1]([C:8]1[CH:9]=[C:10]([N:14]([CH2:15][C:16]2[CH:21]=[CH:20][CH:19]=[C:18]([O:22][C:23]([CH3:26])([CH3:25])[CH3:24])[CH:17]=2)[CH2:30][CH:29]([OH:31])[C:28]([F:33])([F:32])[F:27])[CH:11]=[CH:12][CH:13]=1)[C:2]1[CH:3]=[CH:4][CH:5]=[CH:6][CH:7]=1. The yield is 0.420. (6) The reactants are F[C:2]1[CH:9]=[CH:8][CH:7]=[CH:6][C:3]=1[CH:4]=[O:5].[C:10]([O:14][C:15]([N:17]1[CH2:20][CH:19]([OH:21])[CH2:18]1)=[O:16])([CH3:13])([CH3:12])[CH3:11].C([O-])([O-])=O.[K+].[K+]. The catalyst is CN(C=O)C.C(Cl)Cl. The product is [C:10]([O:14][C:15]([N:17]1[CH2:20][CH:19]([O:21][C:2]2[CH:9]=[CH:8][CH:7]=[CH:6][C:3]=2[CH:4]=[O:5])[CH2:18]1)=[O:16])([CH3:13])([CH3:11])[CH3:12]. The yield is 0.460. (7) The reactants are [CH3:1][C:2]1[N:3]=[C:4]([N:10]2[C:14]3[CH:15]=[CH:16][CH:17]=[CH:18][C:13]=3[NH:12][C:11]2=[O:19])[S:5][C:6]=1[C:7]([O-:9])=[O:8].[F:20][C:21]1[CH:28]=[CH:27][C:24]([CH2:25]Br)=[CH:23][CH:22]=1.C(=O)([O-])[O-].[K+].[K+].O1CC[CH2:37][CH2:36]1. No catalyst specified. The product is [F:20][C:21]1[CH:28]=[CH:27][C:24]([CH2:25][N:12]2[C:13]3[CH:18]=[CH:17][CH:16]=[CH:15][C:14]=3[N:10]([C:4]3[S:5][C:6]([C:7]([O:9][CH2:36][CH3:37])=[O:8])=[C:2]([CH3:1])[N:3]=3)[C:11]2=[O:19])=[CH:23][CH:22]=1. The yield is 0.590. (8) The reactants are [OH:1][C@H:2]([C:36]1[CH:45]=[CH:44][C:43]([OH:46])=[C:42]2[C:37]=1[CH:38]=[CH:39][C:40](=[O:47])[NH:41]2)[CH2:3][NH:4][CH2:5][CH2:6][CH2:7][CH2:8][CH2:9][CH2:10][CH2:11][CH2:12][CH2:13][N:14]1[CH2:19][CH2:18][CH:17]([O:20][C:21](=[O:35])[NH:22][C:23]2[CH:28]=[CH:27][CH:26]=[CH:25][C:24]=2[C:29]2[CH:34]=[CH:33][CH:32]=[CH:31][CH:30]=2)[CH2:16][CH2:15]1.[C:48]1([S:62]([OH:65])(=[O:64])=[O:63])[C:57]2[CH:56]=[CH:55][CH:54]=[C:53]([S:58]([OH:61])(=[O:60])=[O:59])[C:52]=2[CH:51]=[CH:50][CH:49]=1. The catalyst is CO. The product is [C:48]1([S:62]([OH:65])(=[O:64])=[O:63])[C:57]2[CH:56]=[CH:55][CH:54]=[C:53]([S:58]([OH:61])(=[O:60])=[O:59])[C:52]=2[CH:51]=[CH:50][CH:49]=1.[OH:1][C@H:2]([C:36]1[CH:45]=[CH:44][C:43]([OH:46])=[C:42]2[C:37]=1[CH:38]=[CH:39][C:40](=[O:47])[NH:41]2)[CH2:3][NH:4][CH2:5][CH2:6][CH2:7][CH2:8][CH2:9][CH2:10][CH2:11][CH2:12][CH2:13][N:14]1[CH2:15][CH2:16][CH:17]([O:20][C:21](=[O:35])[NH:22][C:23]2[CH:28]=[CH:27][CH:26]=[CH:25][C:24]=2[C:29]2[CH:30]=[CH:31][CH:32]=[CH:33][CH:34]=2)[CH2:18][CH2:19]1. The yield is 0.800. (9) The reactants are Br.[CH2:2]([C:4]1[N:5]=[C:6]([C@@H:9]([NH2:20])[CH2:10][C:11]2[CH:16]=[CH:15][C:14]([N+:17]([O-:19])=[O:18])=[CH:13][CH:12]=2)[S:7][CH:8]=1)[CH3:3].[C:21]1([CH2:27][C:28](O)=[O:29])[CH:26]=[CH:25][CH:24]=[CH:23][CH:22]=1.ON1C2C=CC=CC=2N=N1.CN(C)CCCN=C=NCC.C(N(CC)CC)C. The catalyst is CN(C=O)C.O. The product is [CH2:2]([C:4]1[N:5]=[C:6]([CH:9]([NH:20][C:28](=[O:29])[CH2:27][C:21]2[CH:26]=[CH:25][CH:24]=[CH:23][CH:22]=2)[CH2:10][C:11]2[CH:16]=[CH:15][C:14]([N+:17]([O-:19])=[O:18])=[CH:13][CH:12]=2)[S:7][CH:8]=1)[CH3:3]. The yield is 0.600.